From a dataset of Forward reaction prediction with 1.9M reactions from USPTO patents (1976-2016). Predict the product of the given reaction. (1) Given the reactants Br[C:2]1[S:3][CH:4]=[C:5]([C:7]([NH:9][C:10]2[CH:11]=[N:12][N:13]([CH3:31])[C:14]=2[C@H:15]2[O:21][CH2:20][C@@H:19]([F:22])[C@H:18]([NH:23]C(=O)OC(C)(C)C)[CH2:17][CH2:16]2)=[O:8])[N:6]=1.[CH:32]1([N:35]2[CH:39]=[C:38](B3OC(C)(C)C(C)(C)O3)[CH:37]=[N:36]2)[CH2:34][CH2:33]1, predict the reaction product. The product is: [NH2:23][C@H:18]1[C@H:19]([F:22])[CH2:20][O:21][C@H:15]([C:14]2[N:13]([CH3:31])[N:12]=[CH:11][C:10]=2[NH:9][C:7]([C:5]2[N:6]=[C:2]([C:38]3[CH:37]=[N:36][N:35]([CH:32]4[CH2:34][CH2:33]4)[CH:39]=3)[S:3][CH:4]=2)=[O:8])[CH2:16][CH2:17]1. (2) Given the reactants [OH-].[Na+].Cl.Cl.[NH2:5][CH2:6][CH2:7][O:8][CH2:9][CH2:10][NH2:11].[CH3:12][C:13]([O:16][C:17](O[C:17]([O:16][C:13]([CH3:15])([CH3:14])[CH3:12])=[O:18])=[O:18])([CH3:15])[CH3:14], predict the reaction product. The product is: [NH2:5][CH2:6][CH2:7][O:8][CH2:9][CH2:10][NH:11][C:17](=[O:18])[O:16][C:13]([CH3:15])([CH3:14])[CH3:12]. (3) Given the reactants Cl[C:2]1[C:3]2[CH:12]=[N:11][N:10]([C:13]3[CH:18]=[CH:17][CH:16]=[C:15]([F:19])[CH:14]=3)[C:4]=2[N:5]([CH3:9])[C:6](=[O:8])[CH:7]=1.C1(P(C2CCCCC2)C2C=CC=CC=2C2C=CC=CC=2N(C)C)CCCCC1.[NH2:48][C:49]1[CH:50]=[C:51]([CH:58]=[CH:59][C:60]=1[CH3:61])[C:52]([NH:54][CH:55]1[CH2:57][CH2:56]1)=[O:53].[Li+].C[Si]([N-][Si](C)(C)C)(C)C.[Cl-].[NH4+], predict the reaction product. The product is: [CH:55]1([NH:54][C:52](=[O:53])[C:51]2[CH:58]=[CH:59][C:60]([CH3:61])=[C:49]([NH:48][C:2]3[C:3]4[CH:12]=[N:11][N:10]([C:13]5[CH:18]=[CH:17][CH:16]=[C:15]([F:19])[CH:14]=5)[C:4]=4[N:5]([CH3:9])[C:6](=[O:8])[CH:7]=3)[CH:50]=2)[CH2:56][CH2:57]1.